Dataset: Forward reaction prediction with 1.9M reactions from USPTO patents (1976-2016). Task: Predict the product of the given reaction. (1) Given the reactants [H-].[Al+3].[Li+].[H-].[H-].[H-].C[O:8][C:9]([C:11]1[NH:12][CH:13]=[C:14]([C:22]2[CH:27]=[CH:26][C:25]([F:28])=[CH:24][CH:23]=2)[C:15]=1[C:16]1[CH:21]=[CH:20][N:19]=[CH:18][CH:17]=1)=O, predict the reaction product. The product is: [F:28][C:25]1[CH:24]=[CH:23][C:22]([C:14]2[C:15]([C:16]3[CH:17]=[CH:18][N:19]=[CH:20][CH:21]=3)=[C:11]([CH2:9][OH:8])[NH:12][CH:13]=2)=[CH:27][CH:26]=1. (2) Given the reactants N#N.C[O:4][C:5]([C:7]1[N:8]=[C:9]([CH2:18][NH:19][C:20]([O:22][C:23]([CH3:26])([CH3:25])[CH3:24])=[O:21])[O:10][C:11]=1[C:12]1[CH:17]=[CH:16][CH:15]=[CH:14][CH:13]=1)=[O:6].[Li+].[OH-].CC(=O)OCC, predict the reaction product. The product is: [C:23]([O:22][C:20]([NH:19][CH2:18][C:9]1[O:10][C:11]([C:12]2[CH:17]=[CH:16][CH:15]=[CH:14][CH:13]=2)=[C:7]([C:5]([OH:6])=[O:4])[N:8]=1)=[O:21])([CH3:26])([CH3:24])[CH3:25]. (3) Given the reactants C[N:2](C)[CH:3]=[C:4]([C:7]1[C:11]([N+:12]([O-:14])=[O:13])=[CH:10][NH:9][N:8]=1)[CH:5]=O.[NH2:16]N.O, predict the reaction product. The product is: [N+:12]([C:11]1[C:7]([C:4]2[CH:3]=[N:2][NH:16][CH:5]=2)=[N:8][NH:9][CH:10]=1)([O-:14])=[O:13]. (4) The product is: [C:1]([C:5]1[CH:9]=[C:8]([CH2:10][NH:11][C:12]([NH:14][C:15]2[CH:16]=[N:17][CH:18]=[C:19]([CH2:21][OH:22])[CH:20]=2)=[O:13])[N:7]([C:30]2[CH:35]=[CH:34][CH:33]=[C:32]([Cl:36])[CH:31]=2)[N:6]=1)([CH3:4])([CH3:2])[CH3:3]. Given the reactants [C:1]([C:5]1[CH:9]=[C:8]([CH2:10][NH:11][C:12]([NH:14][C:15]2[CH:16]=[N:17][CH:18]=[C:19]([CH2:21][O:22][Si](C(C)(C)C)(C)C)[CH:20]=2)=[O:13])[N:7]([C:30]2[CH:35]=[CH:34][CH:33]=[C:32]([Cl:36])[CH:31]=2)[N:6]=1)([CH3:4])([CH3:3])[CH3:2].[F-].C([N+](CCCC)(CCCC)CCCC)CCC, predict the reaction product.